This data is from NCI-60 drug combinations with 297,098 pairs across 59 cell lines. The task is: Regression. Given two drug SMILES strings and cell line genomic features, predict the synergy score measuring deviation from expected non-interaction effect. (1) Drug 1: C1=CC(=CC=C1C#N)C(C2=CC=C(C=C2)C#N)N3C=NC=N3. Drug 2: CC1CCC2CC(C(=CC=CC=CC(CC(C(=O)C(C(C(=CC(C(=O)CC(OC(=O)C3CCCCN3C(=O)C(=O)C1(O2)O)C(C)CC4CCC(C(C4)OC)OCCO)C)C)O)OC)C)C)C)OC. Cell line: SF-295. Synergy scores: CSS=0.528, Synergy_ZIP=-2.78, Synergy_Bliss=-5.62, Synergy_Loewe=-7.56, Synergy_HSA=-6.48. (2) Drug 1: CS(=O)(=O)C1=CC(=C(C=C1)C(=O)NC2=CC(=C(C=C2)Cl)C3=CC=CC=N3)Cl. Drug 2: CC12CCC3C(C1CCC2=O)CC(=C)C4=CC(=O)C=CC34C. Cell line: HCC-2998. Synergy scores: CSS=20.5, Synergy_ZIP=0.285, Synergy_Bliss=3.27, Synergy_Loewe=-13.8, Synergy_HSA=2.83. (3) Drug 1: C1CC(C1)(C2=CC=C(C=C2)C3=C(C=C4C(=N3)C=CN5C4=NNC5=O)C6=CC=CC=C6)N. Drug 2: B(C(CC(C)C)NC(=O)C(CC1=CC=CC=C1)NC(=O)C2=NC=CN=C2)(O)O. Cell line: HT29. Synergy scores: CSS=51.0, Synergy_ZIP=-2.43, Synergy_Bliss=-2.77, Synergy_Loewe=-4.52, Synergy_HSA=-1.82. (4) Cell line: CCRF-CEM. Synergy scores: CSS=70.3, Synergy_ZIP=4.46, Synergy_Bliss=5.00, Synergy_Loewe=7.85, Synergy_HSA=10.3. Drug 2: C1CCC(C(C1)N)N.C(=O)(C(=O)[O-])[O-].[Pt+4]. Drug 1: CC1=C(N=C(N=C1N)C(CC(=O)N)NCC(C(=O)N)N)C(=O)NC(C(C2=CN=CN2)OC3C(C(C(C(O3)CO)O)O)OC4C(C(C(C(O4)CO)O)OC(=O)N)O)C(=O)NC(C)C(C(C)C(=O)NC(C(C)O)C(=O)NCCC5=NC(=CS5)C6=NC(=CS6)C(=O)NCCC[S+](C)C)O. (5) Drug 1: CCC1=CC2CC(C3=C(CN(C2)C1)C4=CC=CC=C4N3)(C5=C(C=C6C(=C5)C78CCN9C7C(C=CC9)(C(C(C8N6C)(C(=O)OC)O)OC(=O)C)CC)OC)C(=O)OC.C(C(C(=O)O)O)(C(=O)O)O. Drug 2: CC1CCCC2(C(O2)CC(NC(=O)CC(C(C(=O)C(C1O)C)(C)C)O)C(=CC3=CSC(=N3)C)C)C. Cell line: KM12. Synergy scores: CSS=46.4, Synergy_ZIP=-4.67, Synergy_Bliss=-7.35, Synergy_Loewe=-3.09, Synergy_HSA=-4.41. (6) Synergy scores: CSS=8.06, Synergy_ZIP=-7.81, Synergy_Bliss=-6.34, Synergy_Loewe=-27.8, Synergy_HSA=-9.35. Drug 1: C1=CC(=CC=C1CC(C(=O)O)N)N(CCCl)CCCl.Cl. Drug 2: CC1CCC2CC(C(=CC=CC=CC(CC(C(=O)C(C(C(=CC(C(=O)CC(OC(=O)C3CCCCN3C(=O)C(=O)C1(O2)O)C(C)CC4CCC(C(C4)OC)O)C)C)O)OC)C)C)C)OC. Cell line: OVCAR-4. (7) Cell line: KM12. Synergy scores: CSS=44.8, Synergy_ZIP=-2.92, Synergy_Bliss=-0.545, Synergy_Loewe=-14.8, Synergy_HSA=2.50. Drug 1: CC1=CC=C(C=C1)C2=CC(=NN2C3=CC=C(C=C3)S(=O)(=O)N)C(F)(F)F. Drug 2: CC1C(C(CC(O1)OC2CC(CC3=C2C(=C4C(=C3O)C(=O)C5=CC=CC=C5C4=O)O)(C(=O)C)O)N)O. (8) Drug 1: CC1C(C(=O)NC(C(=O)N2CCCC2C(=O)N(CC(=O)N(C(C(=O)O1)C(C)C)C)C)C(C)C)NC(=O)C3=C4C(=C(C=C3)C)OC5=C(C(=O)C(=C(C5=N4)C(=O)NC6C(OC(=O)C(N(C(=O)CN(C(=O)C7CCCN7C(=O)C(NC6=O)C(C)C)C)C)C(C)C)C)N)C. Drug 2: CC12CCC3C(C1CCC2OP(=O)(O)O)CCC4=C3C=CC(=C4)OC(=O)N(CCCl)CCCl.[Na+]. Cell line: ACHN. Synergy scores: CSS=47.3, Synergy_ZIP=4.08, Synergy_Bliss=4.43, Synergy_Loewe=-31.3, Synergy_HSA=5.98. (9) Drug 1: CCC(=C(C1=CC=CC=C1)C2=CC=C(C=C2)OCCN(C)C)C3=CC=CC=C3.C(C(=O)O)C(CC(=O)O)(C(=O)O)O. Drug 2: C1CN1C2=NC(=NC(=N2)N3CC3)N4CC4. Cell line: SF-268. Synergy scores: CSS=24.0, Synergy_ZIP=-5.80, Synergy_Bliss=-1.63, Synergy_Loewe=-12.6, Synergy_HSA=-0.788.